The task is: Predict the reactants needed to synthesize the given product.. This data is from Full USPTO retrosynthesis dataset with 1.9M reactions from patents (1976-2016). (1) Given the product [Cl:21][C:13]1[CH:14]=[CH:15][C:16]([O:17][C:18](=[O:19])[N:2]([C@H:3]2[CH2:8][CH2:7][C@H:6]([CH2:9][OH:10])[CH2:5][CH2:4]2)[CH3:1])=[CH:11][CH:12]=1, predict the reactants needed to synthesize it. The reactants are: [CH3:1][NH:2][C@H:3]1[CH2:8][CH2:7][C@H:6]([CH2:9][OH:10])[CH2:5][CH2:4]1.[CH:11]1[C:16]([O:17][C:18](Cl)=[O:19])=[CH:15][CH:14]=[C:13]([Cl:21])[CH:12]=1.O. (2) Given the product [CH2:15]([N:6]1[C:5](=[O:8])[CH:4]=[CH:3][C:2]([Cl:1])=[N:7]1)[C:16]1[CH:21]=[CH:20][CH:19]=[CH:18][CH:17]=1, predict the reactants needed to synthesize it. The reactants are: [Cl:1][C:2]1[CH:3]=[CH:4][C:5](=[O:8])[NH:6][N:7]=1.C(=O)([O-])[O-].[Cs+].[Cs+].[CH2:15](Br)[C:16]1[CH:21]=[CH:20][CH:19]=[CH:18][CH:17]=1. (3) Given the product [NH3:10].[Cl:1][C:2]1[CH:3]=[C:4]([CH:8]=[CH:9][N:10]=1)[C:5]([N:15]1[CH2:16][CH2:17][N:12]([CH3:11])[CH2:13][CH2:14]1)=[O:7], predict the reactants needed to synthesize it. The reactants are: [Cl:1][C:2]1[CH:3]=[C:4]([CH:8]=[CH:9][N:10]=1)[C:5]([OH:7])=O.[CH3:11][N:12]1[CH2:17][CH2:16][NH:15][CH2:14][CH2:13]1.